This data is from Experimentally validated miRNA-target interactions with 360,000+ pairs, plus equal number of negative samples. The task is: Binary Classification. Given a miRNA mature sequence and a target amino acid sequence, predict their likelihood of interaction. (1) The miRNA is mmu-miR-362-5p with sequence AAUCCUUGGAACCUAGGUGUGAAU. The protein sequence of the target gene is MAGVCDAAAPGEGGGGGADGPERTGRGEAEQPGGGGHGPAPQHTETLGFYESDRRREKRRGRAELSLLRFLSAELTRGYFLEHNEAKYTERRERVYTCMRIPRELEKLMFFGIFLCLDAFLYVFTLLPLRVFLALFRLLTLPCYGLRDRRLLQPAQVCDILKGVILVICYFMMHYVDYSMMYHLIRGQSVIKLYIIYNMLEVADRLFSSFGQDILDALYWTATEPKERKRAHIGVIPHFFMAVLYVFLHAILIMVQATTLNVAFNSHNKSLLTIMMSNNFVEIKGSVFKKFEKNNLFQMS.... Result: 1 (interaction). (2) The miRNA is hsa-miR-424-5p with sequence CAGCAGCAAUUCAUGUUUUGAA. The protein sequence of the target gene is METESESSTLGDDSVFWLESEVIIQVTDCEEEEREEKFRKMKSSVHSEEDDFVPELHRNVHPRERPDWEETLSAMARGADVPEIPGDLTLKTCGSTASMKVKHVKKLPFTKGHFPKMAECAHFHYENVEFGSIQLSLSEEQNEVMKNGCESKELVYLVQIACQGKSWIVKRSYEDFRVLDKHLHLCIYDRRFSQLSELPRSDTLKDSPESVTQMLMAYLSRLSAIAGNKINCGPALTWMEIDNKGNHLLVHEESSINTPAVGAAHVIKRYTARAPDELTLEVGDIVSVIDMPPKVLSTWW.... Result: 1 (interaction). (3) The miRNA is hsa-miR-519d-5p with sequence CCUCCAAAGGGAAGCGCUUUCUGUU. The protein sequence of the target gene is MPPKFDPNEIKVVYLRCTGGEVGATSALAPKIGPLGLSPKKVGDDIAKATGDWKGLRITVKLTIQNRQAQIEVVPSASALIIKALKEPPRDRKKQKNIKHSGNITFDEIVNIARQMRHRSLARELSGTIKEILGTAQSVGCNVDGRHPHDIIDDINSGAVECPAS. Result: 0 (no interaction). (4) The miRNA is hsa-miR-6745 with sequence UGGGUGGAAGAAGGUCUGGUU. The protein sequence of the target gene is MAASTASHRPIKGILKNKTSAASPPVVPSAEQPRPIVEEELSKKSQKWDEMNILATYHPADKDYGLMKIDEPNTPYHNMIGDDEDAYSDSEGNEVMTPDILAKKLAAAEGSEPKYRTREQESSGEEDNDLSPEEREKKRQFEMKRKLHYNEGLNIKLARQLISKDLHDDDEDEEMAETADGDSMNVEESSQGSTTSDHLQHKSQSS. Result: 0 (no interaction).